From a dataset of Forward reaction prediction with 1.9M reactions from USPTO patents (1976-2016). Predict the product of the given reaction. (1) Given the reactants FC(F)(F)C(O)=O.[Cl:8][C:9]1[CH:14]=[CH:13][CH:12]=[CH:11][C:10]=1[C:15]1[N:16]([CH2:32][CH2:33][NH:34]C(=O)OC(C)(C)C)[C:17]2[C:22]([N:23]=1)=[C:21]([N:24]1[CH2:29][CH2:28][N:27]([CH3:30])[CH2:26][CH2:25]1)[N:20]=[C:19]([CH3:31])[N:18]=2, predict the reaction product. The product is: [Cl:8][C:9]1[CH:14]=[CH:13][CH:12]=[CH:11][C:10]=1[C:15]1[N:16]([CH2:32][CH2:33][NH2:34])[C:17]2[C:22]([N:23]=1)=[C:21]([N:24]1[CH2:25][CH2:26][N:27]([CH3:30])[CH2:28][CH2:29]1)[N:20]=[C:19]([CH3:31])[N:18]=2. (2) Given the reactants [C:1](OC(=O)C)(=[O:3])C.[NH2:8][CH:9]([C:14]1[CH:19]=[CH:18][CH:17]=[CH:16][CH:15]=1)[CH2:10][C:11]([OH:13])=[O:12], predict the reaction product. The product is: [CH:1]([NH:8][CH:9]([C:14]1[CH:19]=[CH:18][CH:17]=[CH:16][CH:15]=1)[CH2:10][C:11]([OH:13])=[O:12])=[O:3].